The task is: Binary Classification. Given a drug SMILES string, predict its activity (active/inactive) in a high-throughput screening assay against a specified biological target.. This data is from HIV replication inhibition screening data with 41,000+ compounds from the AIDS Antiviral Screen. (1) The molecule is CN1CCCNC(=S)C1. The result is 0 (inactive). (2) The molecule is Cc1nc(N)nc(N)c1N1CCN(c2ccc([N+](=O)[O-])cc2)CC1. The result is 0 (inactive). (3) The result is 0 (inactive). The compound is CC(C)(C)OC(=O)NC(Cc1ccc(O)cc1)C(=O)NC(CCCCN)C(=O)O. (4) The compound is C=C=C[Sn](c1ccccc1)(c1ccccc1)c1ccccc1. The result is 0 (inactive). (5) The molecule is N#Cc1cccc(C(Br)S(=O)(=O)c2ccccc2)c1. The result is 0 (inactive). (6) The drug is Cc1cc(N(CCC#N)CCC#N)ccc1N=Nc1ccc(C(=O)O)cc1. The result is 0 (inactive).